This data is from Tox21: 12 toxicity assays (nuclear receptors and stress response pathways). The task is: Binary classification across 12 toxicity assays. The drug is c1ccc2cc3c4ccccc4c4ccccc4c3cc2c1. It tested positive (active) for: NR-AhR (Aryl hydrocarbon Receptor agonist activity), NR-Aromatase (Aromatase enzyme inhibition), and SR-ARE (Antioxidant Response Element (oxidative stress)).